This data is from Full USPTO retrosynthesis dataset with 1.9M reactions from patents (1976-2016). The task is: Predict the reactants needed to synthesize the given product. (1) The reactants are: [C:1]([NH:4][C:5]1[CH:25]=[C:24](Br)[CH:23]=[CH:22][C:6]=1[C:7]([N:9]1[CH2:14][CH2:13][N:12]([C:15]([O:17][C:18]([CH3:21])([CH3:20])[CH3:19])=[O:16])[CH2:11][CH2:10]1)=[O:8])(=[O:3])[CH3:2].CC1(C)C(C)(C)OB([C:35]2[CH:36]=[CH:37][C:38]3[N:39]([C:41]([C:44]4[CH:51]=[CH:50][C:47]([C:48]#[N:49])=[CH:46][CH:45]=4)=[CH:42][N:43]=3)[CH:40]=2)O1.[O-]P([O-])([O-])=O.[K+].[K+].[K+]. Given the product [C:1]([NH:4][C:5]1[CH:25]=[C:24]([C:35]2[CH:36]=[CH:37][C:38]3[N:39]([C:41]([C:44]4[CH:51]=[CH:50][C:47]([C:48]#[N:49])=[CH:46][CH:45]=4)=[CH:42][N:43]=3)[CH:40]=2)[CH:23]=[CH:22][C:6]=1[C:7]([N:9]1[CH2:14][CH2:13][N:12]([C:15]([O:17][C:18]([CH3:21])([CH3:20])[CH3:19])=[O:16])[CH2:11][CH2:10]1)=[O:8])(=[O:3])[CH3:2], predict the reactants needed to synthesize it. (2) Given the product [Cl:1][C:2]1[CH:8]=[CH:7][C:6]([N:9]2[CH2:14][CH2:13][O:12][CH2:11][CH2:10]2)=[CH:5][C:3]=1[NH:4][C:23](=[O:24])[CH2:22][NH:29][CH2:28][CH2:26][OH:27], predict the reactants needed to synthesize it. The reactants are: [Cl:1][C:2]1[CH:8]=[CH:7][C:6]([N:9]2[CH2:14][CH2:13][O:12][CH2:11][CH2:10]2)=[CH:5][C:3]=1[NH2:4].C(=O)([O-])[O-].[K+].[K+].Cl[CH2:22][C:23](Cl)=[O:24].[CH2:26]([CH2:28][NH2:29])[OH:27].[I-].[Na+]. (3) Given the product [NH2:1][C:2]1[C:9]([F:10])=[CH:8][C:5]([C:6]([OH:18])=[O:17])=[C:4]([F:11])[CH:3]=1, predict the reactants needed to synthesize it. The reactants are: [NH2:1][C:2]1[C:9]([F:10])=[CH:8][C:5]([C:6]#N)=[C:4]([F:11])[CH:3]=1.S(=O)(=O)(O)O.[OH2:17].[OH-:18].[Na+]. (4) Given the product [NH2:21][CH2:20][C@@H:4]1[O:3][C:2](=[O:1])[N:6]([C:7]2[CH:12]=[CH:11][C:10]([N:13]3[CH2:18][CH2:17][O:16][CH2:15][C:14]3=[O:19])=[CH:9][CH:8]=2)[CH2:5]1, predict the reactants needed to synthesize it. The reactants are: [O:1]=[C:2]1[N:6]([C:7]2[CH:12]=[CH:11][C:10]([N:13]3[CH2:18][CH2:17][O:16][CH2:15][C:14]3=[O:19])=[CH:9][CH:8]=2)[CH2:5][C@H:4]([CH2:20][N:21]2C(=O)C3C(=CC=CC=3)C2=O)[O:3]1.CN.Cl. (5) Given the product [OH:1][CH:2]1[C:7]2[CH:8]=[C:9]([S:11]([NH2:14])(=[O:12])=[O:13])[S:10][C:6]=2[S:5](=[O:16])(=[O:15])[N:4]([CH2:17][CH2:18][CH2:19][O:20][CH3:21])[CH2:3]1, predict the reactants needed to synthesize it. The reactants are: [O:1]=[C:2]1[C:7]2[CH:8]=[C:9]([S:11]([NH2:14])(=[O:13])=[O:12])[S:10][C:6]=2[S:5](=[O:16])(=[O:15])[N:4]([CH2:17][CH2:18][CH2:19][O:20][CH3:21])[CH2:3]1.B(Cl)([C@@H]1[C@@H](C)C2C(C)(C)C(C2)C1)[C@@H]1[C@@H](C)C2C(C)(C)C(C2)C1. (6) Given the product [Cl:6][C:7]1[CH:8]=[CH:9][C:10]([S:14][CH3:15])=[C:11]([I:20])[CH:13]=1, predict the reactants needed to synthesize it. The reactants are: S(=O)(=O)(O)O.[Cl:6][C:7]1[CH:8]=[CH:9][C:10]([S:14][CH3:15])=[C:11]([CH:13]=1)N.N([O-])=O.[Na+].[I-:20].[K+]. (7) Given the product [Br:1][C:2]1[N:6]2[C:7]3[C:12]([N:13]=[C:14]([NH:21][CH2:22][CH2:23][CH2:24][OH:25])[C:5]2=[N:4][CH:3]=1)=[CH:11][C:10]([O:16][C:17]([F:20])([F:19])[F:18])=[CH:9][CH:8]=3, predict the reactants needed to synthesize it. The reactants are: [Br:1][C:2]1[N:6]2[C:7]3[C:12]([N:13]=[C:14](Cl)[C:5]2=[N:4][CH:3]=1)=[CH:11][C:10]([O:16][C:17]([F:20])([F:19])[F:18])=[CH:9][CH:8]=3.[NH2:21][CH2:22][CH2:23][CH2:24][OH:25]. (8) Given the product [CH3:32][CH:31]([O:15][C:14]([CH2:13][CH2:12][CH2:11][C:10]1[N:2]([CH3:1])[C:3]2[CH:4]=[CH:5][C:6]([N:17]([CH2:18][CH2:19][Cl:20])[CH2:21][CH2:22][Cl:23])=[CH:7][C:8]=2[N:9]=1)=[O:16])[CH3:33], predict the reactants needed to synthesize it. The reactants are: [CH3:1][N:2]1[C:10]([CH2:11][CH2:12][CH2:13][C:14]([OH:16])=[O:15])=[N:9][C:8]2[CH:7]=[C:6]([N:17]([CH2:21][CH2:22][Cl:23])[CH2:18][CH2:19][Cl:20])[CH:5]=[CH:4][C:3]1=2.Cl.Cl.C(=O)(O)[O-].[K+].[CH:31](O)([CH3:33])[CH3:32].